Dataset: Forward reaction prediction with 1.9M reactions from USPTO patents (1976-2016). Task: Predict the product of the given reaction. (1) Given the reactants [Br:1][C:2]1[N:3]=[C:4]([C:9]2[O:10][C:11]([C:14]3[CH:19]=[CH:18][CH:17]=[CH:16][CH:15]=3)=[N:12][N:13]=2)[C:5]([NH2:8])=[N:6][CH:7]=1.[CH3:20][C:21]([O:24][C:25](O[C:25]([O:24][C:21]([CH3:23])([CH3:22])[CH3:20])=[O:26])=[O:26])([CH3:23])[CH3:22].C(N(CC)CC)C, predict the reaction product. The product is: [Br:1][C:2]1[N:3]=[C:4]([C:9]2[O:10][C:11]([C:14]3[CH:19]=[CH:18][CH:17]=[CH:16][CH:15]=3)=[N:12][N:13]=2)[C:5]([NH:8][C:25](=[O:26])[O:24][C:21]([CH3:23])([CH3:22])[CH3:20])=[N:6][CH:7]=1. (2) Given the reactants [F:1][C:2]1[CH:3]=[C:4]([CH:39]=[CH:40][C:41]=1[O:42][CH3:43])[CH2:5][N:6]1[C:11]2[CH:12]=[C:13]([C:15]3[CH:20]=[C:19]([F:21])[CH:18]=[CH:17][C:16]=3[O:22][CH3:23])[S:14][C:10]=2[C:9](=[O:24])[N:8]([CH:25]2[CH2:30][CH2:29][N:28](C(OC(C)(C)C)=O)[CH2:27][CH2:26]2)[C:7]1=[O:38].[ClH:44], predict the reaction product. The product is: [ClH:44].[F:1][C:2]1[CH:3]=[C:4]([CH:39]=[CH:40][C:41]=1[O:42][CH3:43])[CH2:5][N:6]1[C:11]2[CH:12]=[C:13]([C:15]3[CH:20]=[C:19]([F:21])[CH:18]=[CH:17][C:16]=3[O:22][CH3:23])[S:14][C:10]=2[C:9](=[O:24])[N:8]([CH:25]2[CH2:26][CH2:27][NH:28][CH2:29][CH2:30]2)[C:7]1=[O:38]. (3) Given the reactants [C:1]1([S:7]([N:10]2[C:14]3=[N:15][CH:16]=[C:17]([C:19]4[C:20]([CH3:25])=[N:21][O:22][C:23]=4[CH3:24])[CH:18]=[C:13]3[C:12](I)=[CH:11]2)(=[O:9])=[O:8])[CH:6]=[CH:5][CH:4]=[CH:3][CH:2]=1.C([Mg]Cl)(C)C.Cl[P:33]([C:36]1[CH:41]=[CH:40][CH:39]=[CH:38][CH:37]=1)([CH3:35])=[O:34].O, predict the reaction product. The product is: [C:1]1([S:7]([N:10]2[C:14]3=[N:15][CH:16]=[C:17]([C:19]4[C:20]([CH3:25])=[N:21][O:22][C:23]=4[CH3:24])[CH:18]=[C:13]3[C:12]([P:33]([CH3:35])([C:36]3[CH:41]=[CH:40][CH:39]=[CH:38][CH:37]=3)=[O:34])=[CH:11]2)(=[O:9])=[O:8])[CH:6]=[CH:5][CH:4]=[CH:3][CH:2]=1. (4) Given the reactants [NH2:1][C:2]1[CH:3]=[N:4][CH:5]=[C:6]([F:24])[C:7]=1[CH2:8][CH2:9][C@H:10]1[CH2:14][O:13][C:12]([CH3:16])([CH3:15])[N:11]1[C:17]([O:19][C:20]([CH3:23])([CH3:22])[CH3:21])=[O:18].[N:25]([C@@H:28]([C@@H:32]([C:39]1[CH:44]=[CH:43][C:42]([Cl:45])=[CH:41][CH:40]=1)[CH:33]1[CH2:38][CH2:37][O:36][CH2:35][CH2:34]1)[C:29](O)=[O:30])=[N+:26]=[N-:27].O=P(Cl)(Cl)Cl, predict the reaction product. The product is: [N:25]([C@@H:28]([C@@H:32]([C:39]1[CH:40]=[CH:41][C:42]([Cl:45])=[CH:43][CH:44]=1)[CH:33]1[CH2:34][CH2:35][O:36][CH2:37][CH2:38]1)[C:29]([NH:1][C:2]1[CH:3]=[N:4][CH:5]=[C:6]([F:24])[C:7]=1[CH2:8][CH2:9][C@H:10]1[CH2:14][O:13][C:12]([CH3:16])([CH3:15])[N:11]1[C:17]([O:19][C:20]([CH3:23])([CH3:22])[CH3:21])=[O:18])=[O:30])=[N+:26]=[N-:27]. (5) Given the reactants [Br:1][C:2]1[CH:3]=[C:4]([CH:8]=[CH:9][C:10]=1[OH:11])[C:5]([OH:7])=[O:6].[C:12](Cl)(=[O:14])[CH3:13], predict the reaction product. The product is: [C:12]([O:11][C:10]1[CH:9]=[CH:8][C:4]([C:5]([OH:7])=[O:6])=[CH:3][C:2]=1[Br:1])(=[O:14])[CH3:13]. (6) Given the reactants [CH:1]1([CH2:4][O:5][C:6]2[CH:11]=[C:10]([O:12][CH3:13])[C:9]([F:14])=[CH:8][C:7]=2[C:15]2[CH:20]=[CH:19][N:18]=[C:17]3[C:21]([C:33]([OH:35])=O)=[C:22]([CH3:32])[N:23]([CH2:24][O:25][CH2:26][CH2:27][Si:28]([CH3:31])([CH3:30])[CH3:29])[C:16]=23)[CH2:3][CH2:2]1.[NH2:36][C@H:37]1[CH2:42][CH2:41][C@H:40]([NH:43][C:44](=[O:50])[O:45][C:46]([CH3:49])([CH3:48])[CH3:47])[CH2:39][CH2:38]1, predict the reaction product. The product is: [CH:1]1([CH2:4][O:5][C:6]2[CH:11]=[C:10]([O:12][CH3:13])[C:9]([F:14])=[CH:8][C:7]=2[C:15]2[CH:20]=[CH:19][N:18]=[C:17]3[C:21]([C:33]([NH:36][C@H:37]4[CH2:42][CH2:41][C@H:40]([NH:43][C:44](=[O:50])[O:45][C:46]([CH3:48])([CH3:47])[CH3:49])[CH2:39][CH2:38]4)=[O:35])=[C:22]([CH3:32])[N:23]([CH2:24][O:25][CH2:26][CH2:27][Si:28]([CH3:29])([CH3:30])[CH3:31])[C:16]=23)[CH2:2][CH2:3]1. (7) Given the reactants [C:1]([N:4]1[CH2:13][CH2:12][C:11]2[C:6](=[CH:7][C:8]([C:14]([NH:16][O:17]C3CCCCO3)=[O:15])=[CH:9][CH:10]=2)[CH2:5]1)(=[O:3])[CH3:2].O, predict the reaction product. The product is: [C:1]([N:4]1[CH2:13][CH2:12][C:11]2[C:6](=[CH:7][C:8]([C:14]([NH:16][OH:17])=[O:15])=[CH:9][CH:10]=2)[CH2:5]1)(=[O:3])[CH3:2].